From a dataset of Merck oncology drug combination screen with 23,052 pairs across 39 cell lines. Regression. Given two drug SMILES strings and cell line genomic features, predict the synergy score measuring deviation from expected non-interaction effect. (1) Drug 1: CCC1(O)CC2CN(CCc3c([nH]c4ccccc34)C(C(=O)OC)(c3cc4c(cc3OC)N(C)C3C(O)(C(=O)OC)C(OC(C)=O)C5(CC)C=CCN6CCC43C65)C2)C1. Drug 2: NC1(c2ccc(-c3nc4ccn5c(=O)[nH]nc5c4cc3-c3ccccc3)cc2)CCC1. Cell line: SKMES1. Synergy scores: synergy=1.35. (2) Drug 1: CC(=O)OC1C(=O)C2(C)C(O)CC3OCC3(OC(C)=O)C2C(OC(=O)c2ccccc2)C2(O)CC(OC(=O)C(O)C(NC(=O)c3ccccc3)c3ccccc3)C(C)=C1C2(C)C. Drug 2: CC1(c2nc3c(C(N)=O)cccc3[nH]2)CCCN1. Cell line: SKOV3. Synergy scores: synergy=-0.505. (3) Drug 1: CCC1(O)C(=O)OCc2c1cc1n(c2=O)Cc2cc3c(CN(C)C)c(O)ccc3nc2-1. Drug 2: CCc1cnn2c(NCc3ccc[n+]([O-])c3)cc(N3CCCCC3CCO)nc12. Cell line: A427. Synergy scores: synergy=5.33. (4) Drug 1: Nc1ccn(C2OC(CO)C(O)C2(F)F)c(=O)n1. Drug 2: CC(C)CC(NC(=O)C(Cc1ccccc1)NC(=O)c1cnccn1)B(O)O. Cell line: A427. Synergy scores: synergy=-4.35.